Dataset: CYP2C9 inhibition data for predicting drug metabolism from PubChem BioAssay. Task: Regression/Classification. Given a drug SMILES string, predict its absorption, distribution, metabolism, or excretion properties. Task type varies by dataset: regression for continuous measurements (e.g., permeability, clearance, half-life) or binary classification for categorical outcomes (e.g., BBB penetration, CYP inhibition). Dataset: cyp2c9_veith. The molecule is COCCCNC(=O)C(=O)N/N=C/c1ccc(OCC(=O)Nc2cccc(Cl)c2C)c(OC)c1. The result is 0 (non-inhibitor).